Dataset: Catalyst prediction with 721,799 reactions and 888 catalyst types from USPTO. Task: Predict which catalyst facilitates the given reaction. (1) Reactant: [N:1]1([C:6]2([CH:9]=O)[CH2:8][CH2:7]2)[CH:5]=[CH:4][N:3]=[CH:2]1.[S].[NH2:12][C:13]1[CH:14]=[CH:15][C:16]([N:20]2[CH2:25][CH2:24][CH2:23][C@@H:22]([C:26]([N:28]3[CH2:32][CH2:31][CH2:30][CH2:29]3)=[O:27])[CH2:21]2)=[N:17][C:18]=1[NH2:19]. Product: [N:1]1([C:6]2([C:9]3[NH:19][C:18]4=[N:17][C:16]([N:20]5[CH2:25][CH2:24][CH2:23][C@@H:22]([C:26]([N:28]6[CH2:32][CH2:31][CH2:30][CH2:29]6)=[O:27])[CH2:21]5)=[CH:15][CH:14]=[C:13]4[N:12]=3)[CH2:7][CH2:8]2)[CH:5]=[CH:4][N:3]=[CH:2]1. The catalyst class is: 15. (2) Reactant: [CH:1]1([C:6]([OH:8])=O)[CH2:5][CH2:4][CH2:3][CH2:2]1.[CH:9]1[N:13]=[CH:12][N:11](C([N:11]2[CH:12]=[N:13][CH:9]=[CH:10]2)=O)[CH:10]=1. Product: [CH:1]1([C:6]([N:11]2[CH:10]=[CH:9][N:13]=[CH:12]2)=[O:8])[CH2:2][CH2:3][CH2:4][CH2:5]1. The catalyst class is: 4. (3) Reactant: [O:1]1[CH2:4][CH:3]([C:5]2[CH:6]=[C:7]([CH:13]=[CH:14][N:15]=2)[C:8]([O:10]CC)=[O:9])[CH2:2]1.[OH-].[Li+]. Product: [O:1]1[CH2:4][CH:3]([C:5]2[CH:6]=[C:7]([CH:13]=[CH:14][N:15]=2)[C:8]([OH:10])=[O:9])[CH2:2]1. The catalyst class is: 20. (4) Reactant: [C:1]1([CH2:7][C:8]([OH:10])=O)[CH:6]=[CH:5][CH:4]=[CH:3][CH:2]=1.C1N=CN(C(N2C=NC=C2)=O)C=1.[Br:23][C:24]1[CH:25]=[C:26]([NH2:31])[C:27]([NH2:30])=[N:28][CH:29]=1. Product: [NH2:31][C:26]1[C:27]([NH:30][C:8](=[O:10])[CH2:7][C:1]2[CH:2]=[CH:3][CH:4]=[CH:5][CH:6]=2)=[N:28][CH:29]=[C:24]([Br:23])[CH:25]=1. The catalyst class is: 23. (5) Reactant: N1C(C)=CC(C)=CC=1C.N1C(Cl)=NC(Cl)=NC=1Cl.[CH2:19]([C:31]1[CH:32]=[C:33]([C:37]2[O:41][N:40]=[C:39]([C:42]3([C:45]([NH2:47])=O)[CH2:44][CH2:43]3)[N:38]=2)[CH:34]=[CH:35][CH:36]=1)[CH2:20][CH2:21][CH2:22][CH2:23][CH2:24][CH2:25][CH2:26][CH2:27][CH2:28][CH2:29][CH3:30]. Product: [CH2:19]([C:31]1[CH:32]=[C:33]([C:37]2[O:41][N:40]=[C:39]([C:42]3([C:45]#[N:47])[CH2:44][CH2:43]3)[N:38]=2)[CH:34]=[CH:35][CH:36]=1)[CH2:20][CH2:21][CH2:22][CH2:23][CH2:24][CH2:25][CH2:26][CH2:27][CH2:28][CH2:29][CH3:30]. The catalyst class is: 3.